Dataset: Catalyst prediction with 721,799 reactions and 888 catalyst types from USPTO. Task: Predict which catalyst facilitates the given reaction. (1) Reactant: [CH2:1]([C:5]1[N:6]=[C:7]([C:21]2[CH:26]=[CH:25][C:24]([C:27]([F:30])([F:29])[F:28])=[CH:23][CH:22]=2)[S:8][C:9]=1[CH2:10][N:11]1[C:15]2=[N:16][CH:17]=[C:18]([OH:20])[CH:19]=[C:14]2[CH:13]=[CH:12]1)[CH2:2][CH2:3][CH3:4].C(=O)([O-])[O-].[Cs+].[Cs+].[CH2:37](Br)[CH:38]=[CH2:39].C(OCC)(=O)C. Product: [CH2:39]([O:20][C:18]1[CH:19]=[C:14]2[CH:13]=[CH:12][N:11]([CH2:10][C:9]3[S:8][C:7]([C:21]4[CH:26]=[CH:25][C:24]([C:27]([F:28])([F:30])[F:29])=[CH:23][CH:22]=4)=[N:6][C:5]=3[CH2:1][CH2:2][CH2:3][CH3:4])[C:15]2=[N:16][CH:17]=1)[CH:38]=[CH2:37]. The catalyst class is: 9. (2) Reactant: [NH2:1][C:2]1[CH:3]=[C:4]([OH:8])[CH:5]=[CH:6][CH:7]=1.[NH2:9][C:10]1[CH:11]=[C:12]([NH:16][C:17](=[O:19])[CH3:18])[CH:13]=[CH:14][CH:15]=1.[O:20]=[C:21]1[C:33]2[CH:32]=[C:31]([S:34](Cl)(=[O:36])=[O:35])[CH:30]=[CH:29][C:28]=2[C:27]2[C:22]1=[CH:23][C:24]([S:38](Cl)(=[O:40])=[O:39])=[CH:25][CH:26]=2. Product: [OH:8][C:4]1[CH:3]=[C:2]([NH:1][S:34]([C:31]2[CH:32]=[C:33]3[C:28]([C:27]4[CH:26]=[CH:25][C:24]([S:38]([NH:9][C:10]5[CH:11]=[C:12]([NH:16][C:17](=[O:19])[CH3:18])[CH:13]=[CH:14][CH:15]=5)(=[O:39])=[O:40])=[CH:23][C:22]=4[C:21]3=[O:20])=[CH:29][CH:30]=2)(=[O:35])=[O:36])[CH:7]=[CH:6][CH:5]=1. The catalyst class is: 17. (3) Reactant: [C:1]1([C@@H:7]2[CH2:9][C@H:8]2[NH:10][CH2:11][CH2:12][CH:13]2[CH2:18][CH2:17][N:16]([C:19]([O:21][C:22]([CH3:25])([CH3:24])[CH3:23])=[O:20])[CH2:15][CH2:14]2)[CH:6]=[CH:5][CH:4]=[CH:3][CH:2]=1.[C:26](O[C:26]([C:28]([F:31])([F:30])[F:29])=[O:27])([C:28]([F:31])([F:30])[F:29])=[O:27]. Product: [F:29][C:28]([F:31])([F:30])[C:26]([N:10]([CH2:11][CH2:12][CH:13]1[CH2:18][CH2:17][N:16]([C:19]([O:21][C:22]([CH3:25])([CH3:24])[CH3:23])=[O:20])[CH2:15][CH2:14]1)[C@@H:8]1[CH2:9][C@H:7]1[C:1]1[CH:6]=[CH:5][CH:4]=[CH:3][CH:2]=1)=[O:27]. The catalyst class is: 2. (4) Reactant: [C:1]([NH:4][C:5]1[S:6][C:7]([C:10](OCC)=[O:11])=[CH:8][N:9]=1)(=[O:3])[CH3:2].C([BH-](CC)CC)C.[Li+]. Product: [OH:11][CH2:10][C:7]1[S:6][C:5]([NH:4][C:1](=[O:3])[CH3:2])=[N:9][CH:8]=1. The catalyst class is: 11. (5) Reactant: Br[CH2:2][C:3]1[CH:4]=[C:5]([CH:10]=[CH:11][CH:12]=1)[C:6]([O:8][CH3:9])=[O:7].[C-:13]#[N:14].[K+]. Product: [C:13]([CH2:2][C:3]1[CH:4]=[C:5]([CH:10]=[CH:11][CH:12]=1)[C:6]([O:8][CH3:9])=[O:7])#[N:14]. The catalyst class is: 5. (6) Reactant: [NH:1]1[CH2:6][CH2:5][CH:4]([N:7]2[CH2:11][CH2:10][CH2:9][C:8]2=[O:12])[CH2:3][CH2:2]1.C([O-])([O-])=O.[K+].[K+].F[C:20]1[CH:25]=[CH:24][C:23]([N+:26]([O-:28])=[O:27])=[CH:22][CH:21]=1. Product: [N+:26]([C:23]1[CH:24]=[CH:25][C:20]([N:1]2[CH2:2][CH2:3][CH:4]([N:7]3[CH2:11][CH2:10][CH2:9][C:8]3=[O:12])[CH2:5][CH2:6]2)=[CH:21][CH:22]=1)([O-:28])=[O:27]. The catalyst class is: 3. (7) Reactant: FC(F)(F)S(O[C:7]1[C:16]([CH:17]=[O:18])=[C:15]([CH:19]([CH3:21])[CH3:20])[CH:14]=[C:13]2[C:8]=1[C:9](=[O:24])[CH2:10][C:11]([CH3:23])([CH3:22])[O:12]2)(=O)=O.[C:27]1(B(O)O)[CH2:32][CH2:31][CH2:30][CH2:29][CH:28]=1.P([O-])([O-])([O-])=O.[K+].[K+].[K+].[Cl-].[NH4+]. Product: [C:27]1([C:7]2[C:16]([CH:17]=[O:18])=[C:15]([CH:19]([CH3:21])[CH3:20])[CH:14]=[C:13]3[C:8]=2[C:9](=[O:24])[CH2:10][C:11]([CH3:22])([CH3:23])[O:12]3)[CH2:32][CH2:31][CH2:30][CH2:29][CH:28]=1. The catalyst class is: 77. (8) Reactant: [I:1][C:2]1[CH:7]=[CH:6][C:5]([NH:8][NH2:9])=[CH:4][CH:3]=1.[C:10]1(=O)[O:15][C:13](=[O:14])[C:12]2=[CH:16][CH:17]=[CH:18][CH:19]=[C:11]12.O. Product: [OH:15][C:10]1[C:11]2[C:12](=[CH:16][CH:17]=[CH:18][CH:19]=2)[C:13](=[O:14])[N:8]([C:5]2[CH:6]=[CH:7][C:2]([I:1])=[CH:3][CH:4]=2)[N:9]=1. The catalyst class is: 52. (9) The catalyst class is: 3. Reactant: [O:1]=[C:2]1[CH2:7][CH2:6][N:5]([C:8]([O:10][CH2:11][C:12]2[CH:17]=[CH:16][CH:15]=[CH:14][CH:13]=2)=[O:9])[CH2:4][CH2:3]1.[Si:18](Cl)([CH3:21])([CH3:20])[CH3:19].C(N(CC)CC)C. Product: [CH3:19][Si:18]([CH3:21])([CH3:20])[O:1][C:2]1[CH2:3][CH2:4][N:5]([C:8]([O:10][CH2:11][C:12]2[CH:17]=[CH:16][CH:15]=[CH:14][CH:13]=2)=[O:9])[CH2:6][CH:7]=1.